This data is from Full USPTO retrosynthesis dataset with 1.9M reactions from patents (1976-2016). The task is: Predict the reactants needed to synthesize the given product. (1) Given the product [Cl:53][CH2:54][CH2:55][N:56]([CH2:57][CH2:58][Cl:59])[C:21]([C:20]1[CH:24]=[CH:25][C:26]([CH3:27])=[C:18]([CH:8]([CH2:9][NH:10][C:11]([O:13][C:14]([CH3:17])([CH3:16])[CH3:15])=[O:12])[CH2:7][C:6]([O:5][C:1]([CH3:2])([CH3:3])[CH3:4])=[O:28])[CH:19]=1)=[O:22], predict the reactants needed to synthesize it. The reactants are: [C:1]([O:5][C:6](=[O:28])[CH2:7][CH:8]([C:18]1[CH:19]=[C:20]([CH:24]=[CH:25][C:26]=1[CH3:27])[C:21](O)=[O:22])[CH2:9][NH:10][C:11]([O:13][C:14]([CH3:17])([CH3:16])[CH3:15])=[O:12])([CH3:4])([CH3:3])[CH3:2].ON1C(=O)CCC1=O.C1(N=C=NC2CCCCC2)CCCCC1.Cl.[Cl:53][CH2:54][CH2:55][NH:56][CH2:57][CH2:58][Cl:59].C(N(CC)CC)C. (2) Given the product [N+:1]([C:4]1[CH:12]=[CH:11][C:7]([CH2:8][OH:9])=[CH:6][C:5]=1[O:13][CH2:14][CH2:15][CH3:16])([O-:3])=[O:2], predict the reactants needed to synthesize it. The reactants are: [N+:1]([C:4]1[CH:12]=[CH:11][C:7]([C:8](O)=[O:9])=[CH:6][C:5]=1[O:13][CH2:14][CH2:15][CH3:16])([O-:3])=[O:2].[BH4-].[Na+].B(F)(F)F.